From a dataset of Forward reaction prediction with 1.9M reactions from USPTO patents (1976-2016). Predict the product of the given reaction. (1) Given the reactants [CH3:1][O:2][C:3]1[CH:4]=[C:5]2[C:10](=[CH:11][C:12]=1[O:13][CH3:14])[N:9]=[C:8]([N:15]([CH2:17][C:18]1([C:24]3[CH:29]=[CH:28][CH:27]=[CH:26][CH:25]=3)[CH2:23][CH2:22][NH:21][CH2:20][CH2:19]1)[CH3:16])[N:7]=[C:6]2[NH2:30].C(=O)(O)[O-].[Na+].[CH:36]1([C:39](Cl)=[O:40])[CH2:38][CH2:37]1, predict the reaction product. The product is: [NH2:30][C:6]1[C:5]2[C:10](=[CH:11][C:12]([O:13][CH3:14])=[C:3]([O:2][CH3:1])[CH:4]=2)[N:9]=[C:8]([N:15]([CH2:17][C:18]2([C:24]3[CH:29]=[CH:28][CH:27]=[CH:26][CH:25]=3)[CH2:19][CH2:20][N:21]([C:39]([CH:36]3[CH2:38][CH2:37]3)=[O:40])[CH2:22][CH2:23]2)[CH3:16])[N:7]=1. (2) Given the reactants [Cl:1][C:2]1[C:7]([N+:8]([O-])=O)=[CH:6][CH:5]=[CH:4][C:3]=1[O:11][CH3:12].C([O-])([O-])=O.[Na+].[Na+], predict the reaction product. The product is: [Cl:1][C:2]1[C:3]([O:11][CH3:12])=[CH:4][CH:5]=[CH:6][C:7]=1[NH2:8]. (3) Given the reactants Cl[C:2]1[NH:3][C:4]2[CH:10]=[CH:9][CH:8]=[CH:7][C:5]=2[N:6]=1.[CH3:11][C:12]1[CH:21]=[C:20]([CH3:22])[CH:19]=[C:18]2[C:13]=1[CH2:14][CH2:15][CH2:16][CH:17]2[NH2:23], predict the reaction product. The product is: [N:6]1[C:5]2[CH:7]=[CH:8][CH:9]=[CH:10][C:4]=2[NH:3][C:2]=1[NH:23][CH:17]1[C:18]2[C:13](=[C:12]([CH3:11])[CH:21]=[C:20]([CH3:22])[CH:19]=2)[CH2:14][CH2:15][CH2:16]1. (4) Given the reactants [O-]CC.[Na+].Cl.[CH2:6]([NH:13][C:14]([NH2:16])=[NH:15])[C:7]1[CH:12]=[CH:11][CH:10]=[CH:9][CH:8]=1.[Cl:17][C:18]1[CH:23]=[CH:22][CH:21]=[C:20]([Cl:24])[C:19]=1[CH2:25][C:26](OC)=[O:27], predict the reaction product. The product is: [ClH:17].[Cl:17][C:18]1[CH:23]=[CH:22][CH:21]=[C:20]([Cl:24])[C:19]=1[CH2:25][C:26]([NH:15][C:14]([NH:13][CH2:6][C:7]1[CH:12]=[CH:11][CH:10]=[CH:9][CH:8]=1)=[NH:16])=[O:27]. (5) Given the reactants [CH3:1][O:2][C:3]([C:5]1[NH:6][CH:7]=[C:8]([Br:10])[CH:9]=1)=[O:4].[C:11]([O:15][C:16](O[C:16]([O:15][C:11]([CH3:14])([CH3:13])[CH3:12])=[O:17])=[O:17])([CH3:14])([CH3:13])[CH3:12], predict the reaction product. The product is: [CH3:1][O:2][C:3]([C:5]1[N:6]([C:16]([O:15][C:11]([CH3:14])([CH3:13])[CH3:12])=[O:17])[CH:7]=[C:8]([Br:10])[CH:9]=1)=[O:4]. (6) Given the reactants FC(F)(F)C([O-])=O.[CH3:8][C:9]1[C:17]2[CH2:16][O:15][C:14](=[O:18])[C:13]=2[CH:12]=[CH:11][C:10]=1S(CC1CC[NH2+]CC1)(=O)=O.CC1C2COC(=O)C=2C=CC=1[C@@H]1CO1.CCN(C(C)C)C(C)C, predict the reaction product. The product is: [CH3:8][C:9]1[C:17]2[CH2:16][O:15][C:14](=[O:18])[C:13]=2[CH:12]=[CH:11][CH:10]=1.